This data is from Full USPTO retrosynthesis dataset with 1.9M reactions from patents (1976-2016). The task is: Predict the reactants needed to synthesize the given product. (1) Given the product [F:12][C:13]1[CH:14]=[C:15]([CH:16]=[CH:17][C:18]=1[N+:19]([O-:21])=[O:20])[O:22][C:2]1[C:3]2[N:10]([CH3:11])[CH:9]=[CH:8][C:4]=2[N:5]=[CH:6][N:7]=1, predict the reactants needed to synthesize it. The reactants are: Cl[C:2]1[C:3]2[N:10]([CH3:11])[CH:9]=[CH:8][C:4]=2[N:5]=[CH:6][N:7]=1.[F:12][C:13]1[CH:14]=[C:15]([OH:22])[CH:16]=[CH:17][C:18]=1[N+:19]([O-:21])=[O:20]. (2) Given the product [O:30]1[C:34]2([CH2:39][CH2:38][C:37](=[CH:11][C:12]3[CH:13]=[C:14]([CH:26]=[C:27]([CH3:29])[CH:28]=3)[O:15][C:16]3[CH:21]=[CH:20][C:19]([C:22]([F:24])([F:25])[F:23])=[CH:18][N:17]=3)[CH2:36][CH2:35]2)[O:33][CH2:32][CH2:31]1, predict the reactants needed to synthesize it. The reactants are: [H-].[Na+].C(OP([CH2:11][C:12]1[CH:13]=[C:14]([CH:26]=[C:27]([CH3:29])[CH:28]=1)[O:15][C:16]1[CH:21]=[CH:20][C:19]([C:22]([F:25])([F:24])[F:23])=[CH:18][N:17]=1)(OCC)=O)C.[O:30]1[C:34]2([CH2:39][CH2:38][C:37](=O)[CH2:36][CH2:35]2)[O:33][CH2:32][CH2:31]1. (3) Given the product [CH3:37][N:2]([CH3:1])[CH2:3][CH2:4][CH2:5][O:6][C:7]1[CH:36]=[CH:35][CH:34]=[CH:33][C:8]=1[CH2:9][N:10]1[CH2:40][C:32]2[C:23]3=[C:24]([C:25](=[O:29])[N:26]([CH3:28])[CH:27]=[C:22]3[C:12]3[CH:13]=[C:14]([CH2:17][S:18]([CH3:21])(=[O:19])=[O:20])[CH:15]=[CH:16][C:11]1=3)[NH:30][CH:31]=2, predict the reactants needed to synthesize it. The reactants are: [CH3:1][N:2]([CH3:37])[CH2:3][CH2:4][CH2:5][O:6][C:7]1[CH:36]=[CH:35][CH:34]=[CH:33][C:8]=1[CH2:9][NH:10][C:11]1[CH:16]=[CH:15][C:14]([CH2:17][S:18]([CH3:21])(=[O:20])=[O:19])=[CH:13][C:12]=1[C:22]1[C:23]2[CH:32]=[CH:31][NH:30][C:24]=2[C:25](=[O:29])[N:26]([CH3:28])[CH:27]=1.C=O.[C:40](=O)(O)[O-].[Na+].C(OCC)(=O)C. (4) Given the product [CH:34]1([NH:36][C:27]([C:22]2[N:21]=[N:20][N:19]([C:16]3[CH:15]=[CH:14][C:13]([C:11]([NH:10][CH2:9][CH2:8][CH2:7][C:1]4[CH:2]=[CH:3][CH:4]=[CH:5][CH:6]=4)=[O:12])=[CH:18][CH:17]=3)[C:23]=2[CH2:24][CH2:25][CH3:26])=[O:29])[CH2:35][CH2:33]1, predict the reactants needed to synthesize it. The reactants are: [C:1]1([CH2:7][CH2:8][CH2:9][NH:10][C:11]([C:13]2[CH:18]=[CH:17][C:16]([N:19]3[C:23]([CH2:24][CH2:25][CH3:26])=[C:22]([C:27]([OH:29])=O)[N:21]=[N:20]3)=[CH:15][CH:14]=2)=[O:12])[CH:6]=[CH:5][CH:4]=[CH:3][CH:2]=1.C1C=C[C:33]2N(O)N=[N:36][C:34]=2[CH:35]=1.C1(N)CC1.CCN=C=NCCCN(C)C. (5) Given the product [CH3:20][S:17]([C:9]1[CH:10]=[C:11]2[C:6](=[CH:7][CH:8]=1)[N:5]=[C:4]([C:21]1[CH:26]=[CH:25][CH:24]=[C:23]([C:27]([F:28])([F:29])[F:30])[CH:22]=1)[C:3]([CH2:2][N:32]1[CH2:37][CH2:36][C:35](=[O:38])[CH2:34][CH2:33]1)=[C:12]2[C:13]([O:15][CH3:16])=[O:14])(=[O:19])=[O:18], predict the reactants needed to synthesize it. The reactants are: Br[CH2:2][C:3]1[C:4]([C:21]2[CH:26]=[CH:25][CH:24]=[C:23]([C:27]([F:30])([F:29])[F:28])[CH:22]=2)=[N:5][C:6]2[C:11]([C:12]=1[C:13]([O:15][CH3:16])=[O:14])=[CH:10][C:9]([S:17]([CH3:20])(=[O:19])=[O:18])=[CH:8][CH:7]=2.Cl.[NH:32]1[CH2:37][CH2:36][C:35](=[O:38])[CH2:34][CH2:33]1.C(N(CC)C(C)C)(C)C. (6) Given the product [F:8][C:5]1[N:6]=[CH:7][C:2]([C:12]2[CH:13]=[CH:14][N:9]=[CH:10][CH:11]=2)=[CH:3][CH:4]=1, predict the reactants needed to synthesize it. The reactants are: Br[C:2]1[CH:3]=[CH:4][C:5]([F:8])=[N:6][CH:7]=1.[N:9]1[CH:14]=[CH:13][C:12](B(O)O)=[CH:11][CH:10]=1.